From a dataset of Full USPTO retrosynthesis dataset with 1.9M reactions from patents (1976-2016). Predict the reactants needed to synthesize the given product. (1) Given the product [CH3:1][O:2][C:3]1[CH:4]=[C:5]([C:11]2[N:12]=[CH:13][C:14]([NH2:17])=[CH:15][CH:16]=2)[CH:6]=[CH:7][C:8]=1[O:9][CH3:10], predict the reactants needed to synthesize it. The reactants are: [CH3:1][O:2][C:3]1[CH:4]=[C:5]([C:11]2[CH:16]=[CH:15][C:14]([N+:17]([O-])=O)=[CH:13][N:12]=2)[CH:6]=[CH:7][C:8]=1[O:9][CH3:10]. (2) Given the product [NH2:27][CH2:28][C@@H:29]1[CH2:34][CH2:33][CH2:32][N:31]([C:2]2[C:11]3[C:6](=[CH:7][C:8]([CH3:12])=[CH:9][CH:10]=3)[N:5]=[C:4]([C:13]3[C:18]([F:19])=[CH:17][CH:16]=[CH:15][C:14]=3[OH:20])[N:3]=2)[CH2:30]1, predict the reactants needed to synthesize it. The reactants are: Cl[C:2]1[C:11]2[C:6](=[CH:7][C:8]([CH3:12])=[CH:9][CH:10]=2)[N:5]=[C:4]([C:13]2[C:18]([F:19])=[CH:17][CH:16]=[CH:15][C:14]=2[OH:20])[N:3]=1.C(OC(=O)[NH:27][CH2:28][CH:29]1[CH2:34][CH2:33][CH2:32][NH:31][CH2:30]1)(C)(C)C.C(O)(=O)C(O)=O.C(N(CC)CC)C. (3) Given the product [F:17][C:4]1[CH:5]=[C:6]([C:31]2[CH:36]=[CH:35][N:34]=[N:33][CH:32]=2)[CH:7]=[C:2]([F:1])[C:3]=1[C:18]1[N:23]=[C:22]([C:24]([O:26][CH3:27])=[O:25])[CH:21]=[CH:20][C:19]=1[F:28], predict the reactants needed to synthesize it. The reactants are: [F:1][C:2]1[CH:7]=[C:6](B2OC(C)(C)C(C)(C)O2)[CH:5]=[C:4]([F:17])[C:3]=1[C:18]1[N:23]=[C:22]([C:24]([O:26][CH3:27])=[O:25])[CH:21]=[CH:20][C:19]=1[F:28].Br.Br[C:31]1[CH:36]=[CH:35][N:34]=[N:33][CH:32]=1. (4) The reactants are: [CH2:1]([N:8]1[CH2:12][CH2:11][CH:10]([C:13]2[CH:14]=[C:15]3[C:19](=[CH:20][CH:21]=2)[NH:18][CH:17]=[CH:16]3)[CH2:9]1)[C:2]1[CH:7]=[CH:6][CH:5]=[CH:4][CH:3]=1.C([Li])CCC.CCCCCC.C([Li])(C)(C)C.CCCCC.[F:43][C:44]1[CH:45]=[C:46]([N:51]=[C:52]=[O:53])[CH:47]=[C:48]([F:50])[CH:49]=1.C(=O)=O. Given the product [CH2:1]([N:8]1[CH2:12][CH2:11][CH:10]([C:13]2[CH:14]=[C:15]3[C:19](=[CH:20][CH:21]=2)[NH:18][C:17]([C:52]([NH:51][C:46]2[CH:47]=[C:48]([F:50])[CH:49]=[C:44]([F:43])[CH:45]=2)=[O:53])=[CH:16]3)[CH2:9]1)[C:2]1[CH:7]=[CH:6][CH:5]=[CH:4][CH:3]=1, predict the reactants needed to synthesize it.